From a dataset of Peptide-MHC class I binding affinity with 185,985 pairs from IEDB/IMGT. Regression. Given a peptide amino acid sequence and an MHC pseudo amino acid sequence, predict their binding affinity value. This is MHC class I binding data. (1) The peptide sequence is YLYASFCTV. The MHC is BoLA-T2b with pseudo-sequence BoLA-T2b. The binding affinity (normalized) is 0.0641. (2) The peptide sequence is IRFPKTFGY. The binding affinity (normalized) is 0.0735. The MHC is HLA-A01:01 with pseudo-sequence HLA-A01:01. (3) The peptide sequence is CTDPYSQMV. The MHC is HLA-B08:01 with pseudo-sequence HLA-B08:01. The binding affinity (normalized) is 0.0847. (4) The peptide sequence is GVFFTFVLL. The MHC is HLA-A32:01 with pseudo-sequence HLA-A32:01. The binding affinity (normalized) is 0.446.